From a dataset of Full USPTO retrosynthesis dataset with 1.9M reactions from patents (1976-2016). Predict the reactants needed to synthesize the given product. (1) The reactants are: [Cl:1][C:2]1[N:11]=[C:10]([Cl:12])[C:9]2[C:4](=[CH:5][C:6]([O:15][CH3:16])=[C:7]([O:13][CH3:14])[CH:8]=2)[N:3]=1.F[B-](F)(F)F.[O:22]=[N+:23]=[O:24]. Given the product [Cl:1][C:2]1[N:11]=[C:10]([Cl:12])[C:9]2[C:4](=[CH:5][C:6]([O:15][CH3:16])=[C:7]([O:13][CH3:14])[C:8]=2[N+:23]([O-:24])=[O:22])[N:3]=1, predict the reactants needed to synthesize it. (2) Given the product [Cl:21][C:22]1[CH:30]=[CH:29][CH:28]=[C:27]([Cl:31])[C:23]=1[C:24]([C:3]1[C:4]2[C:5](=[C:6]([NH:10][C:11]([CH:13]3[CH2:14][CH2:15]3)=[O:12])[N:7]=[CH:8][CH:9]=2)[NH:16][C:2]=1[CH3:1])=[O:25], predict the reactants needed to synthesize it. The reactants are: [CH3:1][C:2]1[NH:16][C:5]2=[C:6]([NH:10][C:11]([CH:13]3[CH2:15][CH2:14]3)=[O:12])[N:7]=[CH:8][CH:9]=[C:4]2[CH:3]=1.[Cl-].[Al+3].[Cl-].[Cl-].[Cl:21][C:22]1[CH:30]=[CH:29][CH:28]=[C:27]([Cl:31])[C:23]=1[C:24](Cl)=[O:25].CO.